Dataset: Reaction yield outcomes from USPTO patents with 853,638 reactions. Task: Predict the reaction yield, written as a fraction of the theoretical maximum amount of product (1.0 means a 100% yield; for example, 0.34 means a 34% yield). The reactants are [CH3:1][C:2]1[N:3]([S:18]([C:21]2[CH:26]=[CH:25][CH:24]=[C:23]([CH3:27])[CH:22]=2)(=[O:20])=[O:19])[C:4]([C:12]2[CH:17]=[CH:16][CH:15]=[CH:14][CH:13]=2)=[CH:5][C:6]=1[C:7](OCC)=[O:8].C1(C)C=CC=CC=1.[H-].C([Al+]CC(C)C)C(C)C.Cl. The catalyst is O1CCCC1. The product is [CH3:1][C:2]1[N:3]([S:18]([C:21]2[CH:26]=[CH:25][CH:24]=[C:23]([CH3:27])[CH:22]=2)(=[O:19])=[O:20])[C:4]([C:12]2[CH:13]=[CH:14][CH:15]=[CH:16][CH:17]=2)=[CH:5][C:6]=1[CH:7]=[O:8]. The yield is 0.480.